The task is: Predict which catalyst facilitates the given reaction.. This data is from Catalyst prediction with 721,799 reactions and 888 catalyst types from USPTO. (1) Reactant: [C:1]([O:5][C:6]([N:8]1[CH2:13][CH2:12][C:11]([C:14]2[CH:19]=[CH:18][C:17]([N+:20]([O-])=O)=[CH:16][C:15]=2[CH3:23])=[CH:10][CH2:9]1)=[O:7])([CH3:4])([CH3:3])[CH3:2].NC1C=CC(C2CCN(C(OC(C)(C)C)=O)CC2)=C(C)C=1. Product: [NH2:20][C:17]1[CH:18]=[CH:19][C:14]([CH:11]2[CH2:12][CH2:13][N:8]([C:6]([O:5][C:1]([CH3:3])([CH3:2])[CH3:4])=[O:7])[CH2:9][CH2:10]2)=[C:15]([CH3:23])[CH:16]=1. The catalyst class is: 5. (2) Reactant: [Cl:1][C:2]1[C:3](=[O:18])[N:4]([C:10]2[C:15]([F:16])=[CH:14][CH:13]=[CH:12][C:11]=2[F:17])[C:5]([CH3:9])=[CH:6][C:7]=1[OH:8].[F:19][C:20]1[CH:25]=[CH:24][CH:23]=[C:22]([F:26])[C:21]=1N1C(C)=CC(O)=CC1=O.[CH2:36]1C(=O)N(Cl)C(=O)C1. Product: [Cl:1][C:2]1[C:3](=[O:18])[N:4]([C:10]2[C:11]([F:17])=[CH:12][CH:13]=[CH:14][C:15]=2[F:16])[C:5]([CH3:9])=[CH:6][C:7]=1[O:8][CH2:36][C:25]1[CH:24]=[CH:23][C:22]([F:26])=[CH:21][C:20]=1[F:19]. The catalyst class is: 4. (3) Reactant: [C:1]([O:5][C:6]([N:8]1[CH2:13][CH2:12][C:11]([CH2:16][CH2:17]OS(C)(=O)=O)([O:14][CH3:15])[CH2:10][CH2:9]1)=[O:7])([CH3:4])([CH3:3])[CH3:2].[CH3:23][NH:24][CH3:25]. Product: [C:1]([O:5][C:6]([N:8]1[CH2:13][CH2:12][C:11]([CH2:16][CH2:17][N:24]([CH3:25])[CH3:23])([O:14][CH3:15])[CH2:10][CH2:9]1)=[O:7])([CH3:4])([CH3:3])[CH3:2]. The catalyst class is: 5. (4) Reactant: C[O:2][C:3](=[O:20])[C:4]1[CH:9]=[CH:8][C:7]([O:10][CH2:11][C:12]2[CH:17]=[CH:16][CH:15]=[CH:14][CH:13]=2)=[C:6]([O:18][CH3:19])[CH:5]=1. Product: [CH2:11]([O:10][C:7]1[CH:8]=[CH:9][C:4]([C:3]([OH:20])=[O:2])=[CH:5][C:6]=1[O:18][CH3:19])[C:12]1[CH:13]=[CH:14][CH:15]=[CH:16][CH:17]=1. The catalyst class is: 5. (5) Product: [OH:18][CH2:17][CH:10]1[CH:9]([NH:8][C:6](=[O:7])[O:5][C:1]([CH3:2])([CH3:3])[CH3:4])[CH2:15][C@@H:14]2[O:16][C@H:11]1[CH2:12][CH2:13]2. The catalyst class is: 1. Reactant: [C:1]([O:5][C:6]([NH:8][CH:9]1[CH2:15][C@@H:14]2[O:16][C@@H:11]([CH2:12][CH2:13]2)[CH:10]1[C:17](OCC)=[O:18])=[O:7])([CH3:4])([CH3:3])[CH3:2].[H-].[H-].[H-].[H-].[Li+].[Al+3].CCO.CCOC(C)=O.[OH-].[Na+]. (6) Reactant: [Na].[C:2]([CH2:4][C:5](=O)[C:6]([O:8][CH2:9][CH3:10])=[O:7])#[N:3].FC(F)(F)C(O)=O.[F:19][C:20]1[CH:28]=[CH:27][CH:26]=[CH:25][C:21]=1[CH2:22][NH:23][NH2:24]. Product: [NH2:3][C:2]1[N:23]([CH2:22][C:21]2[CH:25]=[CH:26][CH:27]=[CH:28][C:20]=2[F:19])[N:24]=[C:5]([C:6]([O:8][CH2:9][CH3:10])=[O:7])[CH:4]=1. The catalyst class is: 12. (7) Reactant: [F:1][CH:2]([F:18])[C:3]1[CH:17]=[C:6]2[C:7]([CH:13]([OH:16])[CH2:14][CH3:15])=[CH:8][CH:9]=[C:10]([O:11][CH3:12])[N:5]2[N:4]=1. Product: [F:18][CH:2]([F:1])[C:3]1[CH:17]=[C:6]2[C:7]([C:13](=[O:16])[CH2:14][CH3:15])=[CH:8][CH:9]=[C:10]([O:11][CH3:12])[N:5]2[N:4]=1. The catalyst class is: 428.